From a dataset of Forward reaction prediction with 1.9M reactions from USPTO patents (1976-2016). Predict the product of the given reaction. (1) Given the reactants [CH:1]([N:5]1[C:13]2[C:8](=[CH:9][CH:10]=[CH:11][CH:12]=2)[C:7]([C:14]([OH:16])=O)=[C:6]1[CH3:17])([CH2:3][CH3:4])[CH3:2].C1C=C2N=NN(O)C2=CC=1.N.C(N(CC)CC)C.[NH2:36][CH2:37][C:38]1[C:39]([OH:46])=[N:40][C:41]([CH3:45])=[CH:42][C:43]=1[CH3:44], predict the reaction product. The product is: [CH:1]([N:5]1[C:13]2[C:8](=[CH:9][CH:10]=[CH:11][CH:12]=2)[C:7]([C:14]([NH:36][CH2:37][C:38]2[C:39]([OH:46])=[N:40][C:41]([CH3:45])=[CH:42][C:43]=2[CH3:44])=[O:16])=[C:6]1[CH3:17])([CH2:3][CH3:4])[CH3:2]. (2) The product is: [CH2:6]([OH:8])[C@H:5]([C@H:4]([C@@H:3]([C@@H:2]([CH2:1][OH:23])[OH:7])[OH:22])[OH:21])[OH:20].[OH:8][CH2:6][C@@H:5]([C@H:4]([C@@H:3]([C@@H:2]([CH2:1][OH:23])[OH:7])[OH:22])[OH:21])[OH:20]. Given the reactants [CH2:1]([OH:23])[C@H:2]1[O:7][C@H:6]([O:8][C@H]2O[C@H](CO)[C@@H](O)[C@H](O)[C@H]2O)[C@H:5]([OH:20])[C@@H:4]([OH:21])[C@@H:3]1[OH:22].O.OCC(CO)O, predict the reaction product. (3) Given the reactants [C:1]([O:5][C:6]([N:8]1[CH2:13][CH2:12][C:11]2[N:14]([CH2:20][O:21][CH2:22][CH2:23][Si:24]([CH3:27])([CH3:26])[CH3:25])[N:15]=[C:16](B(O)O)[C:10]=2[CH2:9]1)=[O:7])([CH3:4])([CH3:3])[CH3:2].Br[C:29]1[N:30]=[C:31]([CH3:34])[S:32][CH:33]=1.CC(C1C=C(C(C)C)C(C2C=CC=CC=2P(C2CCCCC2)C2CCCCC2)=C(C(C)C)C=1)C.C([O-])([O-])=O.[Na+].[Na+], predict the reaction product. The product is: [C:1]([O:5][C:6]([N:8]1[CH2:13][CH2:12][C:11]2[N:14]([CH2:20][O:21][CH2:22][CH2:23][Si:24]([CH3:27])([CH3:26])[CH3:25])[N:15]=[C:16]([C:29]3[N:30]=[C:31]([CH3:34])[S:32][CH:33]=3)[C:10]=2[CH2:9]1)=[O:7])([CH3:4])([CH3:3])[CH3:2]. (4) Given the reactants Cl[C:2]1[N:12]=[C:11]2[C:5]([N:6]([CH3:21])[C:7](=[O:20])[CH2:8][CH2:9][N:10]2[CH:13]2[CH2:18][CH2:17][N:16]([CH3:19])[CH2:15][CH2:14]2)=[CH:4][N:3]=1.[NH2:22][C:23]1[CH:37]=[CH:36][C:26]([C:27]([NH:29][CH:30]2[CH2:35][CH2:34][CH2:33][CH2:32][CH2:31]2)=[O:28])=[CH:25][C:24]=1[O:38][CH3:39].O.C1(C)C=CC(S(O)(=O)=O)=CC=1, predict the reaction product. The product is: [CH:30]1([NH:29][C:27](=[O:28])[C:26]2[CH:36]=[CH:37][C:23]([NH:22][C:2]3[N:12]=[C:11]4[C:5](=[CH:4][N:3]=3)[N:6]([CH3:21])[C:7](=[O:20])[CH2:8][CH2:9][N:10]4[CH:13]3[CH2:18][CH2:17][N:16]([CH3:19])[CH2:15][CH2:14]3)=[C:24]([O:38][CH3:39])[CH:25]=2)[CH2:31][CH2:32][CH2:33][CH2:34][CH2:35]1.